From a dataset of Catalyst prediction with 721,799 reactions and 888 catalyst types from USPTO. Predict which catalyst facilitates the given reaction. (1) Reactant: C[Al](C)C.[CH:5]1([NH2:8])[CH2:7][CH2:6]1.C[O:10][C:11](=O)[C:12]1[CH:17]=[CH:16][C:15]([O:18][CH2:19][C:20]2[C:21]([C:26]3[CH:31]=[CH:30][CH:29]=[C:28]([F:32])[CH:27]=3)=[N:22][O:23][C:24]=2[CH3:25])=[N:14][CH:13]=1.O. Product: [CH:5]1([NH:8][C:11](=[O:10])[C:12]2[CH:17]=[CH:16][C:15]([O:18][CH2:19][C:20]3[C:21]([C:26]4[CH:31]=[CH:30][CH:29]=[C:28]([F:32])[CH:27]=4)=[N:22][O:23][C:24]=3[CH3:25])=[N:14][CH:13]=2)[CH2:7][CH2:6]1. The catalyst class is: 12. (2) Reactant: [CH3:1][O:2][CH:3]1[C:12]2[C:7](=[CH:8][CH:9]=[C:10]([O:13]C)[CH:11]=2)[CH:6]=[CH:5][C:4]1=O.[Na].Cl. Product: [CH3:1][O:2][C:3]1[CH:4]=[CH:5][CH:6]=[C:7]2[C:12]=1[CH2:11][C:10](=[O:13])[CH2:9][CH2:8]2. The catalyst class is: 8. (3) Reactant: S(O)(O)(=O)=O.[OH:6][CH:7]1[CH2:11][CH2:10][N:9]([C:12]([NH2:14])=[NH:13])[CH2:8]1.Cl[C:16]1[C:25]2[C:20](=[CH:21][C:22]([O:28][CH2:29][CH2:30][O:31][CH3:32])=[C:23]([O:26][CH3:27])[CH:24]=2)[N:19]=[CH:18][C:17]=1[C:33]#[N:34]. Product: [NH2:34][C:33]1[C:17]2[CH:18]=[N:19][C:20]3[CH:21]=[C:22]([O:28][CH2:29][CH2:30][O:31][CH3:32])[C:23]([O:26][CH3:27])=[CH:24][C:25]=3[C:16]=2[N:14]=[C:12]([N:9]2[CH2:10][CH2:11][CH:7]([OH:6])[CH2:8]2)[N:13]=1. The catalyst class is: 371. (4) Reactant: B(Br)(Br)Br.[CH:5]1([C:8]2[CH:13]=[CH:12][C:11]([O:14]C)=[C:10]([CH3:16])[CH:9]=2)[CH2:7][CH2:6]1. Product: [CH:5]1([C:8]2[CH:13]=[CH:12][C:11]([OH:14])=[C:10]([CH3:16])[CH:9]=2)[CH2:7][CH2:6]1. The catalyst class is: 2. (5) Reactant: [NH2:1][C:2]1[CH:7]=[C:6]([N:8]2[CH:13]=[CH:12][CH:11]=[CH:10][C:9]2=[O:14])[CH:5]=[CH:4][C:3]=1[N:15]1[CH:19]=[C:18]([CH2:20][NH:21][C:22]([C:24]2[S:25][C:26]([Cl:29])=[CH:27][CH:28]=2)=[O:23])[N:17]=[N:16]1.[O:30]([C:32]#[N:33])[K]. Product: [Cl:29][C:26]1[S:25][C:24]([C:22]([NH:21][CH2:20][C:18]2[N:17]=[N:16][N:15]([C:3]3[CH:4]=[CH:5][C:6]([N:8]4[CH:13]=[CH:12][CH:11]=[CH:10][C:9]4=[O:14])=[CH:7][C:2]=3[NH:1][C:32]([NH2:33])=[O:30])[CH:19]=2)=[O:23])=[CH:28][CH:27]=1. The catalyst class is: 374. (6) Reactant: [CH:1]1([NH:4][C:5]([C:7]2[N:8]=[N:9][N:10]([C:12]3[CH:17]=[CH:16][C:15]([C:18]([NH:20][CH2:21][C:22](F)(F)F)=[O:19])=[CH:14][C:13]=3[CH2:26][CH2:27][CH2:28][CH2:29][CH2:30]O)[CH:11]=2)=[O:6])[CH2:3][CH2:2]1.[F:32]C1(F)N(C)CCN1C. Product: [CH:1]1([NH:4][C:5]([C:7]2[N:8]=[N:9][N:10]([C:12]3[CH:17]=[CH:16][C:15]([C:18]([NH:20][CH2:21][CH3:22])=[O:19])=[CH:14][C:13]=3[CH2:26][CH2:27][CH2:28][CH2:29][CH2:30][F:32])[CH:11]=2)=[O:6])[CH2:2][CH2:3]1. The catalyst class is: 10. (7) Reactant: [C:1]([O:5][C:6]([N:8]1[C@@H:12]([CH3:13])[C@H:11]([F:14])[CH2:10][C@H:9]1[C:15]([OH:17])=O)=[O:7])([CH3:4])([CH3:3])[CH3:2].[Cl:18][C:19]1[C:20]([CH2:35][NH2:36])=[CH:21][C:22]([C:25]2[CH:26]=[N:27][C:28]([C:31]([F:34])([F:33])[F:32])=[N:29][CH:30]=2)=[N:23][CH:24]=1.CCN(C(C)C)C(C)C.CN(C(ON1N=NC2C=CC=NC1=2)=[N+](C)C)C.F[P-](F)(F)(F)(F)F. Product: [Cl:18][C:19]1[C:20]([CH2:35][NH:36][C:15]([C@H:9]2[N:8]([C:6]([O:5][C:1]([CH3:2])([CH3:3])[CH3:4])=[O:7])[C@@H:12]([CH3:13])[C@H:11]([F:14])[CH2:10]2)=[O:17])=[CH:21][C:22]([C:25]2[CH:30]=[N:29][C:28]([C:31]([F:33])([F:34])[F:32])=[N:27][CH:26]=2)=[N:23][CH:24]=1. The catalyst class is: 42.